Task: Regression. Given a peptide amino acid sequence and an MHC pseudo amino acid sequence, predict their binding affinity value. This is MHC class II binding data.. Dataset: Peptide-MHC class II binding affinity with 134,281 pairs from IEDB (1) The peptide sequence is VKKYFAATQFEPLAA. The MHC is HLA-DQA10401-DQB10402 with pseudo-sequence HLA-DQA10401-DQB10402. The binding affinity (normalized) is 0.536. (2) The peptide sequence is TKEDLFGKKNLIPSS. The MHC is HLA-DQA10201-DQB10402 with pseudo-sequence HLA-DQA10201-DQB10402. The binding affinity (normalized) is 0. (3) The peptide sequence is DVPYLTKRQDKLCGS. The MHC is DRB4_0103 with pseudo-sequence DRB4_0103. The binding affinity (normalized) is 0.501. (4) The peptide sequence is GCGSCFEIKCTKPEA. The MHC is DRB1_1302 with pseudo-sequence DRB1_1302. The binding affinity (normalized) is 0. (5) The peptide sequence is RDGQLTIKAERTEQK. The MHC is HLA-DQA10101-DQB10501 with pseudo-sequence HLA-DQA10101-DQB10501. The binding affinity (normalized) is 0.181. (6) The peptide sequence is SSGKNEGTNIYNNNE. The MHC is DRB1_0901 with pseudo-sequence DRB1_0901. The binding affinity (normalized) is 0.0918. (7) The peptide sequence is EKKYFAATQFEPLAY. The MHC is HLA-DQA10301-DQB10302 with pseudo-sequence HLA-DQA10301-DQB10302. The binding affinity (normalized) is 0.343. (8) The peptide sequence is PLVWHLERAETAATA. The MHC is DRB3_0202 with pseudo-sequence DRB3_0202. The binding affinity (normalized) is 0.542.